Dataset: Forward reaction prediction with 1.9M reactions from USPTO patents (1976-2016). Task: Predict the product of the given reaction. Given the reactants [CH3:1][C:2]1[N:6]([CH2:7][C:8]([N:10]2[CH2:15][CH2:14][CH:13]([N:16]3[CH:20]=[CH:19][C:18]([C:21]([OH:23])=O)=[N:17]3)[CH2:12][CH2:11]2)=[O:9])[N:5]=[C:4]([C:24]([F:27])([F:26])[F:25])[CH:3]=1.CN1CCOCC1.[CH3:35][NH:36][C@H:37]1[C:46]2[C:41](=[CH:42][CH:43]=[CH:44][CH:45]=2)[CH2:40][CH2:39][CH2:38]1, predict the reaction product. The product is: [CH3:35][N:36]([C@H:37]1[C:46]2[C:41](=[CH:42][CH:43]=[CH:44][CH:45]=2)[CH2:40][CH2:39][CH2:38]1)[C:21]([C:18]1[CH:19]=[CH:20][N:16]([CH:13]2[CH2:12][CH2:11][N:10]([C:8](=[O:9])[CH2:7][N:6]3[C:2]([CH3:1])=[CH:3][C:4]([C:24]([F:26])([F:25])[F:27])=[N:5]3)[CH2:15][CH2:14]2)[N:17]=1)=[O:23].